Dataset: Forward reaction prediction with 1.9M reactions from USPTO patents (1976-2016). Task: Predict the product of the given reaction. (1) Given the reactants [Cl:1][C:2]1[CH:3]=[CH:4][C:5]2[NH:11][C:10](=S)[CH:9]([CH2:13][C:14]([O:16][CH2:17][CH3:18])=[O:15])[O:8][CH:7]([C:19]3[CH:24]=[CH:23][CH:22]=[C:21]([O:25][CH3:26])[C:20]=3[O:27][CH3:28])[C:6]=2[CH:29]=1.[NH:30]([C:32](=O)[C:33]([CH3:44])([CH3:43])[CH2:34][NH:35][C:36](=[O:42])[O:37][C:38]([CH3:41])([CH3:40])[CH3:39])[NH2:31], predict the reaction product. The product is: [CH2:17]([O:16][C:14](=[O:15])[CH2:13][CH:9]1[O:8][CH:7]([C:19]2[CH:24]=[CH:23][CH:22]=[C:21]([O:25][CH3:26])[C:20]=2[O:27][CH3:28])[C:6]2[CH:29]=[C:2]([Cl:1])[CH:3]=[CH:4][C:5]=2[N:11]2[C:32]([C:33]([CH3:44])([CH3:43])[CH2:34][NH:35][C:36]([O:37][C:38]([CH3:41])([CH3:40])[CH3:39])=[O:42])=[N:30][N:31]=[C:10]12)[CH3:18]. (2) The product is: [CH3:8][C:6]1[CH:7]=[C:2]2[CH:12]=[C:11]([C:13]3[C:14](=[O:24])[O:15][C:16]4[C:21]([CH:22]=3)=[CH:20][CH:19]=[C:18]([F:23])[CH:17]=4)[O:10][C:3]2=[C:4]([CH3:9])[N:5]=1. Given the reactants I[C:2]1[CH:7]=[C:6]([CH3:8])[N:5]=[C:4]([CH3:9])[C:3]=1[OH:10].[C:11]([C:13]1[C:14](=[O:24])[O:15][C:16]2[C:21]([CH:22]=1)=[CH:20][CH:19]=[C:18]([F:23])[CH:17]=2)#[CH:12].C(N(CC)CC)C, predict the reaction product. (3) The product is: [NH2:1][CH2:4][C@H:5]1[C@H:10]([N:11]([CH2:13][C:14]2[CH:19]=[CH:18][CH:17]=[CH:16][CH:15]=2)[CH3:12])[CH2:9][CH2:8][N:7]([CH2:20][CH2:21][C:22]2[CH:23]=[CH:24][C:25]([F:28])=[CH:26][CH:27]=2)[CH2:6]1. Given the reactants [N:1]([CH2:4][C@H:5]1[C@H:10]([N:11]([CH2:13][C:14]2[CH:19]=[CH:18][CH:17]=[CH:16][CH:15]=2)[CH3:12])[CH2:9][CH2:8][N:7]([CH2:20][CH2:21][C:22]2[CH:27]=[CH:26][C:25]([F:28])=[CH:24][CH:23]=2)[CH2:6]1)=[N+]=[N-], predict the reaction product. (4) Given the reactants [Br:1][C:2]1[CH:7]=[CH:6][C:5]([CH:8]2[O:12][C:11](=[O:13])[C@H:10]([CH2:14][CH:15]([CH3:17])[CH3:16])[O:9]2)=[CH:4][CH:3]=1.[C:18]1([Mg]Br)[CH:23]=[CH:22][CH:21]=[CH:20][CH:19]=1, predict the reaction product. The product is: [Br:1][C:2]1[CH:7]=[CH:6][C:5]([C@@H:8]([C:18]2[CH:23]=[CH:22][CH:21]=[CH:20][CH:19]=2)[O:9][C@@H:10]([CH2:14][CH:15]([CH3:17])[CH3:16])[C:11]([OH:12])=[O:13])=[CH:4][CH:3]=1. (5) Given the reactants [C:1](Cl)(=[O:8])[C:2]1[CH:7]=[CH:6][CH:5]=[CH:4][CH:3]=1.C(N(CC)CC)C.ClCCl.[N:20]1([C:26]2[CH:32]=[CH:31][C:30]([C:33]([F:36])([F:35])[F:34])=[CH:29][C:27]=2[NH2:28])[CH2:25][CH2:24][CH2:23][CH2:22][CH2:21]1, predict the reaction product. The product is: [N:20]1([C:26]2[CH:32]=[CH:31][C:30]([C:33]([F:35])([F:36])[F:34])=[CH:29][C:27]=2[NH:28][C:1](=[O:8])[C:2]2[CH:7]=[CH:6][CH:5]=[CH:4][CH:3]=2)[CH2:21][CH2:22][CH2:23][CH2:24][CH2:25]1. (6) Given the reactants C(O[C:6]1[C:19](C)=[C:18](C)[C:17]2[O:16][C:15]3[C:10](=[C:11](C)[C:12](OCC4OC4)=[C:13](C)[C:14]=3C)[CH:9](C3C=CC=CC=3)[C:8]=2[C:7]=1C)C1OC1.C(OC1C=CC(C2C=CC(OCC3OC3)=CC=2)=CC=1)C1OC1.OC1C=CC(C2C=CC(O)=CC=2)=CC=1.[OH:73][C:74]1[CH:79]=[CH:78][C:77]([C:80]([C:83]2[CH:88]=[CH:87][C:86]([OH:89])=[CH:85][CH:84]=2)([CH3:82])[CH3:81])=[CH:76][CH:75]=1, predict the reaction product. The product is: [CH:11]1[C:10]2[CH2:9][C:8]3[C:17](=[CH:18][CH:19]=[CH:6][CH:7]=3)[O:16][C:15]=2[CH:14]=[CH:13][CH:12]=1.[OH:73][C:74]1[CH:75]=[CH:76][C:77]([C:80]([C:83]2[CH:84]=[CH:85][C:86]([OH:89])=[CH:87][CH:88]=2)([CH3:82])[CH3:81])=[CH:78][CH:79]=1.